From a dataset of Forward reaction prediction with 1.9M reactions from USPTO patents (1976-2016). Predict the product of the given reaction. (1) The product is: [Cl:1][C:2]1[C:7]([O:8][CH:25]([CH2:28][CH3:29])[CH2:26][CH3:27])=[CH:6][CH:5]=[C:4]([I:15])[N:3]=1. Given the reactants [Cl:1][C:2]1[C:7]([OH:8])=[CH:6][CH:5]=[CH:4][N:3]=1.C([O-])([O-])=O.[Na+].[Na+].[I:15]I.Cl.C([O-])([O-])=O.[K+].[K+].Br[CH:25]([CH2:28][CH3:29])[CH2:26][CH3:27], predict the reaction product. (2) Given the reactants [NH:1]1[C:9]2[C:4](=[N:5][CH:6]=[CH:7][CH:8]=2)[C:3]([CH2:10][C@@H:11]2[CH2:15][CH2:14][CH2:13][N:12]2C(OC(C)(C)C)=O)=[CH:2]1.N1C2C(=NC=CC=2)[C:25]([CH2:32][C@H:33]2[CH2:37][CH2:36][CH2:35]N2C(OC(C)(C)C)=O)=C1.[S:45](Cl)(Cl)(=[O:47])=[O:46], predict the reaction product. The product is: [C:25]1([S:45]([N:1]2[C:9]3[C:4](=[N:5][CH:6]=[CH:7][CH:8]=3)[C:3]([CH2:10][C@@H:11]3[CH2:15][CH2:14][CH2:13][NH:12]3)=[CH:2]2)(=[O:47])=[O:46])[CH:32]=[CH:33][CH:37]=[CH:36][CH:35]=1. (3) Given the reactants [C:1]([NH:5][C:6]1[N:7]=[C:8]([Cl:17])[CH:9]=[C:10]2[C:15]=1[C:14](=[O:16])[NH:13][CH:12]=[CH:11]2)([CH3:4])([CH3:3])[CH3:2].[CH:18]([S:20]([CH3:23])(=[O:22])=[O:21])=[CH2:19].C([O-])([O-])=O.[Cs+].[Cs+], predict the reaction product. The product is: [C:1]([NH:5][C:6]1[N:7]=[C:8]([Cl:17])[CH:9]=[C:10]2[C:15]=1[C:14](=[O:16])[N:13]([CH2:19][CH2:18][S:20]([CH3:23])(=[O:22])=[O:21])[CH:12]=[CH:11]2)([CH3:4])([CH3:2])[CH3:3]. (4) Given the reactants C([O:3][C:4](=[O:15])[CH2:5][C:6]1[CH:11]=[CH:10][N:9]2[CH:12]=[CH:13][N:14]=[C:8]2[CH:7]=1)C.[OH-].[Na+].Cl, predict the reaction product. The product is: [N:14]1[CH:13]=[CH:12][N:9]2[CH:10]=[CH:11][C:6]([CH2:5][C:4]([OH:15])=[O:3])=[CH:7][C:8]=12. (5) Given the reactants [CH:1]([C:4]1[NH:5][C:6](=O)[C:7]2[N:8]([CH:10]=[CH:11][CH:12]=2)[CH:9]=1)([CH3:3])[CH3:2].O=P(Cl)(Cl)[Cl:16], predict the reaction product. The product is: [Cl:16][C:6]1[C:7]2[N:8]([CH:10]=[CH:11][CH:12]=2)[CH:9]=[C:4]([CH:1]([CH3:3])[CH3:2])[N:5]=1. (6) Given the reactants N.[O-:2][N+:3]1[C:8]2[CH:9]=[CH:10][CH:11]=[CH:12][C:7]=2[N+:6]([O-:13])=[C:5]([NH:14][CH2:15][CH2:16][N:17]([CH3:27])[CH2:18][CH2:19][NH:20][C:21](=[O:26])[C:22](F)(F)F)[N:4]=1.N1([C:33]([C:35]2[C:48]3[C:39](=[N:40][C:41]4[C:46]([N:47]=3)=C(C)[CH:44]=[CH:43][CH:42]=4)[CH:38]=[CH:37][CH:36]=2)=O)C=CN=C1, predict the reaction product. The product is: [O-:2][N+:3]1[C:8]2[CH:9]=[CH:10][CH:11]=[CH:12][C:7]=2[N+:6]([O-:13])=[C:5]([NH:14][CH2:15][CH2:16][N:17]([CH3:27])[CH2:18][CH2:19][NH:20][C:21]([C:22]2[C:46]3[C:41](=[N:40][C:39]4[C:48]([N:47]=3)=[C:35]([CH3:33])[CH:36]=[CH:37][CH:38]=4)[CH:42]=[CH:43][CH:44]=2)=[O:26])[N:4]=1.